Dataset: Catalyst prediction with 721,799 reactions and 888 catalyst types from USPTO. Task: Predict which catalyst facilitates the given reaction. (1) The catalyst class is: 8. Reactant: [CH:1]([S:3]([N:6]1[CH2:11][CH2:10][CH:9]([C:12]2[C:20]3[C:15](=[C:16]([C:27]([NH2:29])=[O:28])[CH:17]=[C:18]([C:21]4[CH:26]=[CH:25][CH:24]=[CH:23][CH:22]=4)[CH:19]=3)[NH:14][CH:13]=2)[CH2:8][CH2:7]1)(=[O:5])=[O:4])=[CH2:2].[CH3:30][CH2:31][O-:32].[Na+]. Product: [CH2:31]([O:32][CH2:2][CH2:1][S:3]([N:6]1[CH2:7][CH2:8][CH:9]([C:12]2[C:20]3[C:15](=[C:16]([C:27]([NH2:29])=[O:28])[CH:17]=[C:18]([C:21]4[CH:26]=[CH:25][CH:24]=[CH:23][CH:22]=4)[CH:19]=3)[NH:14][CH:13]=2)[CH2:10][CH2:11]1)(=[O:5])=[O:4])[CH3:30]. (2) Reactant: [Br:1][C:2]1[CH:9]=[CH:8][C:5]([NH:6][CH3:7])=[C:4]([N+:10]([O-:12])=[O:11])[CH:3]=1.N1C=CC=CC=1.[C:19](Cl)(=[O:26])[C:20]1[CH:25]=[CH:24][CH:23]=[CH:22][CH:21]=1. Product: [Br:1][C:2]1[CH:9]=[CH:8][C:5]([N:6]([CH3:7])[C:19](=[O:26])[C:20]2[CH:25]=[CH:24][CH:23]=[CH:22][CH:21]=2)=[C:4]([N+:10]([O-:12])=[O:11])[CH:3]=1. The catalyst class is: 13. (3) Reactant: [C:1]([O:5][C:6]([NH:8][CH2:9][CH2:10][CH:11]([C:22]1[CH:27]=[CH:26][C:25]([O:28][Si:29]([CH:36]([CH3:38])[CH3:37])([CH:33]([CH3:35])[CH3:34])[CH:30]([CH3:32])[CH3:31])=[CH:24][CH:23]=1)[C:12]([O:14]CC1C=CC=CC=1)=[O:13])=[O:7])([CH3:4])([CH3:3])[CH3:2]. Product: [C:1]([O:5][C:6]([NH:8][CH2:9][CH2:10][CH:11]([C:22]1[CH:27]=[CH:26][C:25]([O:28][Si:29]([CH:30]([CH3:32])[CH3:31])([CH:33]([CH3:35])[CH3:34])[CH:36]([CH3:37])[CH3:38])=[CH:24][CH:23]=1)[C:12]([OH:14])=[O:13])=[O:7])([CH3:2])([CH3:4])[CH3:3]. The catalyst class is: 99. (4) Reactant: [N+:1]([C:4]1[CH:9]=[CH:8][C:7]([OH:10])=[CH:6][N:5]=1)([O-:3])=[O:2].I[CH:12]1[CH2:15][N:14]([C:16]([O:18][C:19]([CH3:22])([CH3:21])[CH3:20])=[O:17])[CH2:13]1.[H-].[Na+]. Product: [N+:1]([C:4]1[N:5]=[CH:6][C:7]([O:10][CH:12]2[CH2:13][N:14]([C:16]([O:18][C:19]([CH3:22])([CH3:21])[CH3:20])=[O:17])[CH2:15]2)=[CH:8][CH:9]=1)([O-:3])=[O:2]. The catalyst class is: 3. (5) Reactant: [F:1][C:2]([F:10])([F:9])[CH:3]([OH:8])[C:4]([F:7])([F:6])[F:5].Cl[C:12](Cl)([O:14]C(=O)OC(Cl)(Cl)Cl)Cl.C(N(CC)C(C)C)(C)C.[Cl:32][C:33]1[CH:38]=[CH:37][C:36]([CH:39]([C:47]2[CH:52]=[CH:51][C:50]([Cl:53])=[CH:49][CH:48]=2)[N:40]2[CH2:45][CH2:44][NH:43][CH2:42][CH:41]2[CH3:46])=[CH:35][CH:34]=1. Product: [F:1][C:2]([F:10])([F:9])[CH:3]([O:8][C:12]([N:43]1[CH2:44][CH2:45][N:40]([CH:39]([C:36]2[CH:35]=[CH:34][C:33]([Cl:32])=[CH:38][CH:37]=2)[C:47]2[CH:48]=[CH:49][C:50]([Cl:53])=[CH:51][CH:52]=2)[CH:41]([CH3:46])[CH2:42]1)=[O:14])[C:4]([F:7])([F:6])[F:5]. The catalyst class is: 192. (6) Reactant: CN(C)C(N(C)C)=N.[CH3:9][O:10][C:11](=[O:40])[CH:12](P(OC)(OC)=O)[NH:13][C:14](=[O:33])[C:15]1[CH:20]=[CH:19][C:18]([C:21]([NH:23][CH2:24][C:25]2[CH:30]=[CH:29][CH:28]=[C:27]([OH:31])[CH:26]=2)=[O:22])=[CH:17][C:16]=1[Br:32].[CH:41]1[C:50]2[C:45](=[CH:46][CH:47]=[CH:48][CH:49]=2)[CH:44]=[CH:43][C:42]=1[CH:51]=O.C(OCC)(=O)C. Product: [CH3:9][O:10][C:11](=[O:40])/[C:12](/[NH:13][C:14](=[O:33])[C:15]1[CH:20]=[CH:19][C:18]([C:21]([NH:23][CH2:24][C:25]2[CH:30]=[CH:29][CH:28]=[C:27]([OH:31])[CH:26]=2)=[O:22])=[CH:17][C:16]=1[Br:32])=[CH:51]/[C:42]1[CH:43]=[CH:44][C:45]2[C:50](=[CH:49][CH:48]=[CH:47][CH:46]=2)[CH:41]=1. The catalyst class is: 7.